Task: Regression. Given a peptide amino acid sequence and an MHC pseudo amino acid sequence, predict their binding affinity value. This is MHC class II binding data.. Dataset: Peptide-MHC class II binding affinity with 134,281 pairs from IEDB The peptide sequence is GKNVVNVQTKPSLFK. The MHC is DRB3_0301 with pseudo-sequence DRB3_0301. The binding affinity (normalized) is 0.648.